Dataset: Forward reaction prediction with 1.9M reactions from USPTO patents (1976-2016). Task: Predict the product of the given reaction. The product is: [CH3:14][O:13][C:12](=[O:29])[C:7]1[CH:8]=[C:9]([O:10][CH3:11])[C:4]([O:3][CH3:2])=[CH:5][C:6]=1[CH:20]([CH3:28])[CH2:21][C:22]1[CH:27]=[CH:26][CH:25]=[CH:24][CH:23]=1. Given the reactants [I-].[CH3:2][O:3][C:4]1[C:9]([O:10][CH3:11])=[CH:8][C:7]([C:12]2[O:13][CH2:14]C(C)(C)[N+]=2C)=[C:6]([CH:20]([CH3:28])[CH2:21][C:22]2[CH:27]=[CH:26][CH:25]=[CH:24][CH:23]=2)[CH:5]=1.[OH-:29].[Na+].Cl.C[Si](C=[N+]=[N-])(C)C, predict the reaction product.